Dataset: Catalyst prediction with 721,799 reactions and 888 catalyst types from USPTO. Task: Predict which catalyst facilitates the given reaction. (1) Reactant: [CH3:1][N:2]1[CH2:7][CH:6]2[CH2:8][CH:3]1[CH2:4][NH:5]2.F[C:10]1[CH:15]=[CH:14][C:13]([N+:16]([O-:18])=[O:17])=[CH:12][CH:11]=1.C(N(CC)C(C)C)(C)C. Product: [CH3:1][N:2]1[CH2:7][CH:6]2[CH2:8][CH:3]1[CH2:4][N:5]2[C:10]1[CH:15]=[CH:14][C:13]([N+:16]([O-:18])=[O:17])=[CH:12][CH:11]=1. The catalyst class is: 10. (2) Reactant: [Cl:1][C:2]1[CH:3]=[C:4]([CH:11]=[C:12](Cl)[N:13]=1)[C:5]([NH:7][CH:8]1[CH2:10][CH2:9]1)=[O:6].[CH3:15][O-:16].[Na+]. Product: [Cl:1][C:2]1[CH:3]=[C:4]([CH:11]=[C:12]([O:16][CH3:15])[N:13]=1)[C:5]([NH:7][CH:8]1[CH2:10][CH2:9]1)=[O:6]. The catalyst class is: 5. (3) Reactant: [CH3:1][CH:2]([NH:7][C:8]1[C:17]2[CH:18]=[CH:19][N:20]=[CH:21][C:16]=2[C:15]2[C:14](=[O:22])[NH:13][CH:12]=[CH:11][C:10]=2[N:9]=1)[C:3]([CH3:6])([CH3:5])[CH3:4].C1C(=O)N([I:30])C(=O)C1.C(=O)([O-])O.[Na+].O.O.O.O.O.S([O-])([O-])(=O)=S.[Na+].[Na+]. Product: [I:30][C:11]1[C:10]2[N:9]=[C:8]([NH:7][CH:2]([CH3:1])[C:3]([CH3:5])([CH3:6])[CH3:4])[C:17]3[CH:18]=[CH:19][N:20]=[CH:21][C:16]=3[C:15]=2[C:14](=[O:22])[NH:13][CH:12]=1. The catalyst class is: 15. (4) Reactant: C(N(CC)C(C)C)(C)C.[Cl:10][C:11]1[CH:36]=[CH:35][C:14]([CH2:15][NH:16][C:17]([C:19]2[C:20](=[O:34])[C:21]3[CH:31]=[C:30]([CH2:32]Cl)[S:29][C:22]=3[N:23]([CH2:25][CH2:26][O:27][CH3:28])[CH:24]=2)=[O:18])=[CH:13][CH:12]=1.[CH3:37][NH:38][CH2:39][C@H:40]([C:42]1[CH:47]=[CH:46][CH:45]=[CH:44][CH:43]=1)[OH:41]. Product: [Cl:10][C:11]1[CH:36]=[CH:35][C:14]([CH2:15][NH:16][C:17]([C:19]2[C:20](=[O:34])[C:21]3[CH:31]=[C:30]([CH2:32][N:38]([CH2:39][C@@H:40]([OH:41])[C:42]4[CH:47]=[CH:46][CH:45]=[CH:44][CH:43]=4)[CH3:37])[S:29][C:22]=3[N:23]([CH2:25][CH2:26][O:27][CH3:28])[CH:24]=2)=[O:18])=[CH:13][CH:12]=1. The catalyst class is: 3. (5) Reactant: [CH3:1][O:2][C:3]1[CH:11]=[CH:10][C:6]([C:7]([NH2:9])=[O:8])=[CH:5][CH:4]=1.[CH2:12]([O:14][C:15](=[O:21])[CH:16](Cl)[C:17]([CH3:19])=O)[CH3:13]. Product: [CH2:12]([O:14][C:15]([C:16]1[O:8][C:7]([C:6]2[CH:10]=[CH:11][C:3]([O:2][CH3:1])=[CH:4][CH:5]=2)=[N:9][C:17]=1[CH3:19])=[O:21])[CH3:13]. The catalyst class is: 8. (6) Reactant: [Cl-:1].[Ce+3].[Cl-].[Cl-].[I-].[Na+].Br[CH2:8][C:9]([C:11]1[CH:12]=[C:13]2[C:17](=[CH:18][CH:19]=1)[NH:16][CH2:15][CH2:14]2)=[O:10].[CH2:20]([N:27]1[CH2:32][CH2:31][C:30](=[O:33])[CH2:29][CH2:28]1)[C:21]1[CH:26]=[CH:25][CH:24]=[CH:23][CH:22]=1. Product: [ClH:1].[CH2:20]([N:27]1[CH2:32][CH2:31][C:30]([CH2:8][C:9]([C:11]2[CH:12]=[C:13]3[C:17](=[CH:18][CH:19]=2)[NH:16][CH2:15][CH2:14]3)=[O:10])([OH:33])[CH2:29][CH2:28]1)[C:21]1[CH:22]=[CH:23][CH:24]=[CH:25][CH:26]=1. The catalyst class is: 7. (7) Reactant: [Cl:1][C:2]1[C:11]2[C:6](=[CH:7][C:8]([O:20][CH3:21])=[CH:9][C:10]=2[O:12][CH:13]2[CH2:18][CH2:17][N:16]([CH3:19])[CH2:15][CH2:14]2)[N:5]=[CH:4][N:3]=1.[Cl:22][C:23]1[CH:32]=[CH:31][CH:30]=[C:29]2[C:24]=1[CH:25]=[CH:26][CH:27]=[C:28]2[NH2:33].Cl. Product: [ClH:1].[ClH:22].[Cl:22][C:23]1[CH:32]=[CH:31][CH:30]=[C:29]2[C:24]=1[CH:25]=[CH:26][CH:27]=[C:28]2[NH:33][C:2]1[C:11]2[C:6](=[CH:7][C:8]([O:20][CH3:21])=[CH:9][C:10]=2[O:12][CH:13]2[CH2:18][CH2:17][N:16]([CH3:19])[CH2:15][CH2:14]2)[N:5]=[CH:4][N:3]=1. The catalyst class is: 32. (8) Reactant: CS(N)(=O)=O.[CH3:6]/[C:7](=[CH:13]\[CH:14]=[CH:15]\[CH:16]=[CH:17]\[CH3:18])/[C:8]([O:10][CH2:11][CH3:12])=[O:9].S([O-])([O-])=[O:20].[Na+].[Na+].[OH2:25]. Product: [OH:25][C@H:16]([C@@H:17]([OH:20])[CH3:18])/[CH:15]=[CH:14]/[CH:13]=[C:7](\[CH3:6])/[C:8]([O:10][CH2:11][CH3:12])=[O:9]. The catalyst class is: 218.